From a dataset of Full USPTO retrosynthesis dataset with 1.9M reactions from patents (1976-2016). Predict the reactants needed to synthesize the given product. (1) Given the product [CH3:36][C@@H:32]1[N:31]2[CH:37]=[C:38]([C:41]([OH:43])=[O:42])[C:39](=[O:40])[C:29]3[CH:28]=[CH:27][C:26]([N:15]4[CH2:16][CH2:17][C@@H:13]([C:10]5([NH:8][CH3:9])[CH2:11][CH2:12]5)[CH2:14]4)=[C:35]([C:30]=32)[O:34][CH2:33]1, predict the reactants needed to synthesize it. The reactants are: C(OC([N:8]([C:10]1([C@@H:13]2[CH2:17][CH2:16][NH:15][CH2:14]2)[CH2:12][CH2:11]1)[CH3:9])=O)(C)(C)C.C(N(CC)CC)C.F[C:26]1[CH:27]=[CH:28][C:29]2[C:39](=[O:40])[C:38]([C:41]([OH:43])=[O:42])=[CH:37][N:31]3[C@@H:32]([CH3:36])[CH2:33][O:34][C:35]=1[C:30]=23. (2) Given the product [F:31][C:28]1[CH:29]=[CH:30][C:25]([C:23]2[N:24]=[C:20]([CH:17]3[CH2:18][CH2:19][N:14]([C:13]4[N:12]=[CH:11][N:10]=[C:9]([NH2:37])[C:8]=4[C:5]4[S:43][C:2]([CH3:7])=[CH:3][CH:4]=4)[CH2:15][CH2:16]3)[N:21]([CH3:36])[CH:22]=2)=[CH:26][C:27]=1[C:32]([F:35])([F:34])[F:33], predict the reactants needed to synthesize it. The reactants are: F[C:2]1[CH:7]=C[C:5]([C:8]2[C:9]([NH2:37])=[N:10][CH:11]=[N:12][C:13]=2[N:14]2[CH2:19][CH2:18][CH:17]([C:20]3[N:21]([CH3:36])[CH:22]=[C:23]([C:25]4[CH:30]=[CH:29][C:28]([F:31])=[C:27]([C:32]([F:35])([F:34])[F:33])[CH:26]=4)[N:24]=3)[CH2:16][CH2:15]2)=[CH:4][CH:3]=1.CC1[S:43]C(B2OC(C)(C)C(C)(C)O2)=CC=1. (3) Given the product [Br:1][C:2]1[CH:3]=[C:4]2[C:8](=[CH:9][CH:10]=1)[NH:7][CH2:6][C:5]2([CH3:13])[CH3:12], predict the reactants needed to synthesize it. The reactants are: [Br:1][C:2]1[CH:3]=[C:4]2[C:8](=[CH:9][CH:10]=1)[NH:7][C:6](=O)[C:5]2([CH3:13])[CH3:12].B.CSC.O.C(Cl)Cl.C[N+]([O-])(C)C. (4) Given the product [NH2:12][C:11]1[C:10]([CH:9]=[O:8])=[CH:13][N:4]=[C:2]([SH:3])[N:1]=1, predict the reactants needed to synthesize it. The reactants are: [NH2:1][C:2]([NH2:4])=[S:3].[K].C([O:8][CH:9](OCC)[CH:10]([CH:13]=O)[C:11]#[N:12])C.C[O-].[Na+].CO.